From a dataset of Reaction yield outcomes from USPTO patents with 853,638 reactions. Predict the reaction yield, written as a fraction of the theoretical maximum amount of product (1.0 means a 100% yield; for example, 0.34 means a 34% yield). (1) The product is [O:28]([C:25]1[CH:26]=[CH:27][C:22]([O:21][C:19]2[CH:18]=[CH:17][N:16]=[C:15]3[NH:14][N:13]=[C:12]([NH:11][C@@H:8]4[CH2:9][CH2:10][N:6]([C:2](/[C:3](=[CH:41]/[C:36]5[CH:37]=[CH:38][CH:39]=[CH:40][N:35]=5)/[C:4]#[N:5])=[O:1])[CH2:7]4)[C:20]=23)=[CH:23][CH:24]=1)[C:29]1[CH:34]=[CH:33][CH:32]=[CH:31][CH:30]=1. The yield is 0.210. The catalyst is CN(C=O)C.N1CCCCC1. The reactants are [O:1]=[C:2]([N:6]1[CH2:10][CH2:9][C@@H:8]([NH:11][C:12]2[C:20]3[C:15](=[N:16][CH:17]=[CH:18][C:19]=3[O:21][C:22]3[CH:27]=[CH:26][C:25]([O:28][C:29]4[CH:34]=[CH:33][CH:32]=[CH:31][CH:30]=4)=[CH:24][CH:23]=3)[NH:14][N:13]=2)[CH2:7]1)[CH2:3][C:4]#[N:5].[N:35]1[CH:40]=[CH:39][CH:38]=[CH:37][C:36]=1[CH:41]=O. (2) The product is [CH2:1]([O:8][C:9]1[CH:17]=[C:16]2[C:12]([CH:13]=[CH:14][NH:15]2)=[CH:11][C:10]=1[F:21])[C:2]1[CH:3]=[CH:4][CH:5]=[CH:6][CH:7]=1. The yield is 0.600. The catalyst is CN1CCCC1=O.[Cu]. The reactants are [CH2:1]([O:8][C:9]1[CH:17]=[C:16]2[C:12]([CH:13]=[C:14](C(O)=O)[NH:15]2)=[CH:11][C:10]=1[F:21])[C:2]1[CH:7]=[CH:6][CH:5]=[CH:4][CH:3]=1. (3) The reactants are [CH3:1][O:2][C:3]1[CH:29]=[CH:28][C:6]([CH2:7][NH:8][C:9]2[N:17]=[C:16]([NH:18][CH2:19][CH2:20][CH2:21][OH:22])[N:15]=[C:14]3[C:10]=2[NH:11][C:12]([NH:23][CH2:24][CH2:25][CH2:26][OH:27])=[N:13]3)=[CH:5][CH:4]=1.[CH2:30](Br)[CH:31]=[CH2:32].C(=O)([O-])[O-].[K+].[K+]. The catalyst is CN(C)C=O. The product is [CH3:1][O:2][C:3]1[CH:4]=[CH:5][C:6]([CH2:7][NH:8][C:9]2[N:17]=[C:16]([NH:18][CH2:19][CH2:20][CH2:21][OH:22])[N:15]=[C:14]3[C:10]=2[N:11]=[C:12]([NH:23][CH2:24][CH2:25][CH2:26][OH:27])[N:13]3[CH:31]([CH3:32])[CH3:30])=[CH:28][CH:29]=1. The yield is 0.550. (4) The reactants are Cl[C:2]1[N:7]2[N:8]=[CH:9][CH:10]=[C:6]2[N:5]=[C:4]([NH:11][C:12](=[O:23])[C:13]2[CH:18]=[CH:17][C:16]([C:19]([OH:22])([CH3:21])[CH3:20])=[CH:15][CH:14]=2)[CH:3]=1.[CH3:24][N:25]1[CH2:31][CH2:30][CH2:29][NH:28][CH2:27][CH2:26]1. The catalyst is CN1C(=O)CCC1.CS(C)=O.CO. The product is [OH:22][C:19]([C:16]1[CH:17]=[CH:18][C:13]([C:12]([NH:11][C:4]2[CH:3]=[C:2]([N:28]3[CH2:29][CH2:30][CH2:31][N:25]([CH3:24])[CH2:26][CH2:27]3)[N:7]3[N:8]=[CH:9][CH:10]=[C:6]3[N:5]=2)=[O:23])=[CH:14][CH:15]=1)([CH3:21])[CH3:20]. The yield is 0.990. (5) The reactants are [I:1][C:2](I)(CC)[CH2:3]C.C(=O)([O-])[O-].[K+].[K+].[Si:14]([O:21][C@@H:22]1[N:28]([C:29]([O:31][CH2:32][CH:33]=[CH2:34])=[O:30])[C:27]2[CH:35]=[C:36]([OH:41])[C:37]([O:39][CH3:40])=[CH:38][C:26]=2[C:25](=[O:42])[N:24]2[CH:43]=[C:44]([CH3:46])[CH2:45][C@@H:23]12)([C:17]([CH3:20])([CH3:19])[CH3:18])([CH3:16])[CH3:15].[CH3:47][C:48]([CH3:50])=O. No catalyst specified. The product is [Si:14]([O:21][C@@H:22]1[N:28]([C:29]([O:31][CH2:32][CH:33]=[CH2:34])=[O:30])[C:27]2[CH:35]=[C:36]([O:41][CH2:47][CH2:48][CH2:50][CH2:3][CH2:2][I:1])[C:37]([O:39][CH3:40])=[CH:38][C:26]=2[C:25](=[O:42])[N:24]2[CH:43]=[C:44]([CH3:46])[CH2:45][C@@H:23]12)([C:17]([CH3:18])([CH3:19])[CH3:20])([CH3:15])[CH3:16]. The yield is 0.900.